From a dataset of Catalyst prediction with 721,799 reactions and 888 catalyst types from USPTO. Predict which catalyst facilitates the given reaction. (1) Product: [ClH:37].[CH3:1][O:2][C:3]1[CH:4]=[C:5]([CH:32]=[CH:33][C:34]=1[O:35][CH3:36])[CH2:6][N:7]1[CH2:12][CH2:11][CH:10]([N:13]([CH3:31])[C:14]([N:16]2[CH:20]=[C:19]([C:21]3[CH:26]=[CH:25][CH:24]=[C:23]([NH:27][C:28]([NH2:30])=[O:29])[CH:22]=3)[N:18]=[CH:17]2)=[O:15])[CH2:9][CH2:8]1. Reactant: [CH3:1][O:2][C:3]1[CH:4]=[C:5]([CH:32]=[CH:33][C:34]=1[O:35][CH3:36])[CH2:6][N:7]1[CH2:12][CH2:11][CH:10]([N:13]([CH3:31])[C:14]([N:16]2[CH:20]=[C:19]([C:21]3[CH:26]=[CH:25][CH:24]=[C:23]([NH:27][C:28]([NH2:30])=[O:29])[CH:22]=3)[N:18]=[CH:17]2)=[O:15])[CH2:9][CH2:8]1.[ClH:37].C(OCC)C. The catalyst class is: 13. (2) Reactant: C([N:8]1[CH2:13][CH2:12][C:11]([CH2:15][CH2:16][CH2:17][CH3:18])([OH:14])[CH2:10][CH2:9]1)C1C=CC=CC=1. Product: [CH2:15]([C:11]1([OH:14])[CH2:10][CH2:9][NH:8][CH2:13][CH2:12]1)[CH2:16][CH2:17][CH3:18]. The catalyst class is: 19. (3) Reactant: [Cl:1][C:2]1[N:7]=[CH:6][C:5]([O:8][C:9]([CH3:13])([CH3:12])[CH:10]=O)=[CH:4][CH:3]=1.C(O)(=O)C.C(O[BH-](OC(=O)C)OC(=O)C)(=O)C.[Na+].[NH:32]1[CH2:35][CH2:34][CH2:33]1. Product: [N:32]1([CH2:10][C:9]([CH3:13])([CH3:12])[O:8][C:5]2[CH:4]=[CH:3][C:2]([Cl:1])=[N:7][CH:6]=2)[CH2:35][CH2:34][CH2:33]1. The catalyst class is: 793.